From a dataset of TCR-epitope binding with 47,182 pairs between 192 epitopes and 23,139 TCRs. Binary Classification. Given a T-cell receptor sequence (or CDR3 region) and an epitope sequence, predict whether binding occurs between them. (1) The epitope is FQPTNGVGY. The TCR CDR3 sequence is CASSIQSYNEQFF. Result: 0 (the TCR does not bind to the epitope). (2) The epitope is NLDSKVGGNY. The TCR CDR3 sequence is CASSILSNQPQHF. Result: 0 (the TCR does not bind to the epitope). (3) The epitope is AVFDRKSDAK. The TCR CDR3 sequence is CASSEWGSGTEAFF. Result: 1 (the TCR binds to the epitope). (4) The epitope is LLWNGPMAV. The TCR CDR3 sequence is CASSAGTASYEQYF. Result: 1 (the TCR binds to the epitope). (5) The epitope is KLNVGDYFV. The TCR CDR3 sequence is CASSLVSREQFF. Result: 0 (the TCR does not bind to the epitope). (6) The epitope is ATDALMTGY. The TCR CDR3 sequence is CASGVAGSSTDTQYF. Result: 0 (the TCR does not bind to the epitope). (7) The epitope is IYSKHTPINL. The TCR CDR3 sequence is CASTKPGLAGEDETQYF. Result: 0 (the TCR does not bind to the epitope).